Dataset: Peptide-MHC class II binding affinity with 134,281 pairs from IEDB. Task: Regression. Given a peptide amino acid sequence and an MHC pseudo amino acid sequence, predict their binding affinity value. This is MHC class II binding data. (1) The peptide sequence is TVWEQILNTWLVKPG. The MHC is HLA-DQA10501-DQB10201 with pseudo-sequence HLA-DQA10501-DQB10201. The binding affinity (normalized) is 0.285. (2) The peptide sequence is AFKVAATALNAAPAN. The binding affinity (normalized) is 0.928. The MHC is HLA-DPA10201-DPB11401 with pseudo-sequence HLA-DPA10201-DPB11401. (3) The peptide sequence is LDIQIVHMRNSTKYN. The MHC is DRB1_0101 with pseudo-sequence DRB1_0101. The binding affinity (normalized) is 0.788. (4) The peptide sequence is DINASFRAAMATTAN. The MHC is DRB1_1602 with pseudo-sequence DRB1_1602. The binding affinity (normalized) is 0.532. (5) The peptide sequence is DANNYEQQEQASQQI. The MHC is HLA-DQA10401-DQB10402 with pseudo-sequence HLA-DQA10401-DQB10402. The binding affinity (normalized) is 0.319. (6) The peptide sequence is TRRGRVKIDEVSRMF. The MHC is DRB3_0101 with pseudo-sequence DRB3_0101. The binding affinity (normalized) is 0.936. (7) The peptide sequence is YDKFLANVSPVLTGK. The MHC is DRB1_1302 with pseudo-sequence DRB1_1302. The binding affinity (normalized) is 0.984. (8) The peptide sequence is TTVLDFHPGAGKTRR. The MHC is HLA-DQA10501-DQB10303 with pseudo-sequence HLA-DQA10501-DQB10303. The binding affinity (normalized) is 0.370. (9) The peptide sequence is ASDVETAEGGEIHELLRLQ. The MHC is HLA-DPA10301-DPB10402 with pseudo-sequence HLA-DPA10301-DPB10402. The binding affinity (normalized) is 0.476.